From a dataset of Reaction yield outcomes from USPTO patents with 853,638 reactions. Predict the reaction yield, written as a fraction of the theoretical maximum amount of product (1.0 means a 100% yield; for example, 0.34 means a 34% yield). The reactants are [Cl:1][C:2]1[CH:3]=[CH:4][C:5]2[NH:11][C:10]3[CH:12]=[CH:13][CH:14]=[CH:15][C:9]=3[C:8](=O)[NH:7][C:6]=2[CH:17]=1.P(Cl)(Cl)([Cl:20])=O.C([O-])([O-])=O.[Na+].[Na+]. The catalyst is C1C=CC=CC=1. The product is [Cl:1][C:2]1[CH:3]=[CH:4][C:5]2[NH:11][C:10]3[CH:12]=[CH:13][CH:14]=[CH:15][C:9]=3[C:8]([Cl:20])=[N:7][C:6]=2[CH:17]=1. The yield is 0.580.